Dataset: Full USPTO retrosynthesis dataset with 1.9M reactions from patents (1976-2016). Task: Predict the reactants needed to synthesize the given product. Given the product [O:8]1[C:7]2[CH:9]=[CH:10][CH:11]=[CH:12][C:6]=2[O:5][CH2:4][CH:3]1[CH2:2][N:13]1[CH2:18][CH2:17][CH2:16][CH:15]([C:19]2[CH:20]=[C:21]([OH:25])[CH:22]=[CH:23][CH:24]=2)[CH2:14]1, predict the reactants needed to synthesize it. The reactants are: Br[CH2:2][CH:3]1[O:8][C:7]2[CH:9]=[CH:10][CH:11]=[CH:12][C:6]=2[O:5][CH2:4]1.[NH:13]1[CH2:18][CH2:17][CH2:16][CH:15]([C:19]2[CH:20]=[C:21]([OH:25])[CH:22]=[CH:23][CH:24]=2)[CH2:14]1.Br.